Dataset: Forward reaction prediction with 1.9M reactions from USPTO patents (1976-2016). Task: Predict the product of the given reaction. Given the reactants [C:1]([O:5][C:6]([NH:8][C@@H:9]([C:18]1[CH:23]=[CH:22][CH:21]=[CH:20][CH:19]=1)[C:10]([F:17])([F:16])[C:11]([O:13]CC)=[O:12])=[O:7])([CH3:4])([CH3:3])[CH3:2].[OH-].[Na+], predict the reaction product. The product is: [C:1]([O:5][C:6]([NH:8][C@@H:9]([C:18]1[CH:23]=[CH:22][CH:21]=[CH:20][CH:19]=1)[C:10]([F:17])([F:16])[C:11]([OH:13])=[O:12])=[O:7])([CH3:4])([CH3:2])[CH3:3].